This data is from Full USPTO retrosynthesis dataset with 1.9M reactions from patents (1976-2016). The task is: Predict the reactants needed to synthesize the given product. (1) Given the product [CH3:1][C:2]1([CH3:39])[CH2:7][O:6][CH2:5][CH2:4][N:3]1[C:8]([C:10]1[C:11]2[CH2:27][O:26][C:25]3[CH:24]=[C:23]([O:28][CH3:29])[C:22]([C:30]4[N:31]=[N:32][CH2:33][N:34]=4)=[CH:21][C:20]=3[C:12]=2[N:13]([C:15]2[CH:19]=[CH:18][S:17][CH:16]=2)[N:14]=1)=[O:9], predict the reactants needed to synthesize it. The reactants are: [CH3:1][C:2]1([CH3:39])[CH2:7][O:6][CH2:5][CH2:4][N:3]1[C:8]([C:10]1[C:11]2[CH2:27][O:26][C:25]3[CH:24]=[C:23]([O:28][CH3:29])[C:22]([C:30]4[N:31]=[N:32][CH:33]([Si](C)(C)C)[N:34]=4)=[CH:21][C:20]=3[C:12]=2[N:13]([C:15]2[CH:19]=[CH:18][S:17][CH:16]=2)[N:14]=1)=[O:9].[F-].C([N+](CCCC)(CCCC)CCCC)CCC. (2) Given the product [CH3:1][O:2][C:3]1[CH:4]=[C:5]2[C:10](=[CH:11][C:12]=1[O:13][CH3:14])[N:9]=[CH:8][CH:7]=[C:6]2[O:15][C:16]1[CH:22]=[CH:21][C:19]([NH:20][C:27](=[O:33])[O:28][CH2:29][C:39]2[CH:40]=[CH:41][C:36]([Cl:35])=[CH:37][CH:38]=2)=[CH:18][CH:17]=1, predict the reactants needed to synthesize it. The reactants are: [CH3:1][O:2][C:3]1[CH:4]=[C:5]2[C:10](=[CH:11][C:12]=1[O:13][CH3:14])[N:9]=[CH:8][CH:7]=[C:6]2[O:15][C:16]1[CH:22]=[CH:21][C:19]([NH2:20])=[CH:18][CH:17]=1.ClC(Cl)(O[C:27](=[O:33])[O:28][C:29](Cl)(Cl)Cl)Cl.[Cl:35][C:36]1[CH:41]=[CH:40][C:39](CO)=[CH:38][CH:37]=1.C(=O)(O)[O-].[Na+]. (3) Given the product [C:23]([C:16]1[C:17](=[O:22])[C:18]([O:20][CH3:21])=[CH:19][N:14]([C:3]2[CH:4]=[CH:5][CH:6]=[C:7]([C:8]3[CH:9]=[N:10][N:11]([CH3:13])[CH:12]=3)[C:2]=2[F:1])[N:15]=1)(=[O:24])[CH3:29], predict the reactants needed to synthesize it. The reactants are: [F:1][C:2]1[C:7]([C:8]2[CH:9]=[N:10][N:11]([CH3:13])[CH:12]=2)=[CH:6][CH:5]=[CH:4][C:3]=1[N:14]1[CH:19]=[C:18]([O:20][CH3:21])[C:17](=[O:22])[C:16]([C:23](N(OC)C)=[O:24])=[N:15]1.[CH3:29][Mg+].[Br-].